Dataset: NCI-60 drug combinations with 297,098 pairs across 59 cell lines. Task: Regression. Given two drug SMILES strings and cell line genomic features, predict the synergy score measuring deviation from expected non-interaction effect. Drug 1: CC1C(C(CC(O1)OC2CC(CC3=C2C(=C4C(=C3O)C(=O)C5=C(C4=O)C(=CC=C5)OC)O)(C(=O)CO)O)N)O. Drug 2: CC1CCC2CC(C(=CC=CC=CC(CC(C(=O)C(C(C(=CC(C(=O)CC(OC(=O)C3CCCCN3C(=O)C(=O)C1(O2)O)C(C)CC4CCC(C(C4)OC)OP(=O)(C)C)C)C)O)OC)C)C)C)OC. Cell line: UACC62. Synergy scores: CSS=67.6, Synergy_ZIP=-2.08, Synergy_Bliss=-1.06, Synergy_Loewe=5.81, Synergy_HSA=6.95.